From a dataset of Full USPTO retrosynthesis dataset with 1.9M reactions from patents (1976-2016). Predict the reactants needed to synthesize the given product. (1) Given the product [Br:1][C:2]1[CH:7]=[CH:6][C:5]([CH2:8][CH2:9][CH3:10])=[C:4]([NH2:11])[CH:3]=1, predict the reactants needed to synthesize it. The reactants are: [Br:1][C:2]1[CH:7]=[CH:6][C:5]([CH2:8][CH2:9][CH3:10])=[C:4]([N+:11]([O-])=O)[CH:3]=1.O. (2) Given the product [CH2:19]([O:18][N:17]1[C:15](=[O:16])[C:14]2[C:13](=[CH:25][C:24]([F:26])=[C:23]([F:27])[CH:22]=2)[NH:12][C:1]1=[O:2])[CH:20]=[CH2:21], predict the reactants needed to synthesize it. The reactants are: [C:1](Cl)(Cl)=[O:2].C1(C)C=CC=CC=1.[NH2:12][C:13]1[CH:25]=[C:24]([F:26])[C:23]([F:27])=[CH:22][C:14]=1[C:15]([NH:17][O:18][CH2:19][CH:20]=[CH2:21])=[O:16].O. (3) Given the product [CH3:19][O:20][C:21]1[CH:22]=[C:23]2[C:27](=[CH:28][CH:29]=1)[CH2:26][N:25]([C:2]1[N:7]=[C:6]([CH3:30])[N:5]=[C:4]([NH:8][C:9]3[CH:10]=[C:11]4[C:15](=[CH:16][CH:17]=3)[NH:14][N:13]=[CH:12]4)[CH:3]=1)[CH2:24]2, predict the reactants needed to synthesize it. The reactants are: Cl[C:2]1[N:7]=[CH:6][N:5]=[C:4]([NH:8][C:9]2[CH:10]=[C:11]3[C:15](=[CH:16][CH:17]=2)[NH:14][N:13]=[CH:12]3)[CH:3]=1.Cl.[CH3:19][O:20][C:21]1[CH:22]=[C:23]2[C:27](=[CH:28][CH:29]=1)[CH2:26][NH:25][CH2:24]2.[C:30]([O-])([O-])=O.[K+].[K+]. (4) Given the product [C:1]([O:5][C:6]([N:8]1[CH2:11][CH:10]([CH2:12][OH:13])[CH2:9]1)=[O:7])([CH3:4])([CH3:3])[CH3:2], predict the reactants needed to synthesize it. The reactants are: [C:1]([O:5][C:6]([N:8]1[CH2:11][CH:10]([C:12](O)=[O:13])[CH2:9]1)=[O:7])([CH3:4])([CH3:3])[CH3:2]. (5) Given the product [CH2:1]([O:3][C:4](=[O:5])[NH:6][C:7]1[CH:29]=[CH:28][CH:27]=[C:9]([CH2:10][N:11]2[C:16](=[O:17])[CH:15]=[CH:14][C:13]([C:18]3[CH:26]=[CH:25][C:21]([C:22](=[O:23])[NH:33][CH2:32][CH2:30][OH:31])=[CH:20][CH:19]=3)=[N:12]2)[CH:8]=1)[CH3:2], predict the reactants needed to synthesize it. The reactants are: [CH2:1]([O:3][C:4]([NH:6][C:7]1[CH:8]=[C:9]([CH:27]=[CH:28][CH:29]=1)[CH2:10][N:11]1[C:16](=[O:17])[CH:15]=[CH:14][C:13]([C:18]2[CH:26]=[CH:25][C:21]([C:22](O)=[O:23])=[CH:20][CH:19]=2)=[N:12]1)=[O:5])[CH3:2].[CH2:30]([CH2:32][NH2:33])[OH:31].CN1CCOCC1.ON1C2C=CC=CC=2N=N1.Cl.CN(C)CCCN=C=NCC. (6) The reactants are: [CH2:1]([O:3][C:4](=[O:25])[C:5]([O:22][CH2:23][CH3:24])=[C:6]([C:8]1[CH:13]=[CH:12][C:11]([O:14]CC2C=CC=CC=2)=[CH:10][CH:9]=1)[CH3:7])[CH3:2]. Given the product [CH2:1]([O:3][C:4](=[O:25])[CH:5]([O:22][CH2:23][CH3:24])[CH:6]([C:8]1[CH:9]=[CH:10][C:11]([OH:14])=[CH:12][CH:13]=1)[CH3:7])[CH3:2], predict the reactants needed to synthesize it.